This data is from Reaction yield outcomes from USPTO patents with 853,638 reactions. The task is: Predict the reaction yield, written as a fraction of the theoretical maximum amount of product (1.0 means a 100% yield; for example, 0.34 means a 34% yield). (1) The reactants are [Cl:1][C:2]1[CH:7]=[CH:6][CH:5]=[CH:4][C:3]=1[N:8]1[C:12]([C:13]2[S:14][C:15]([C:18]3[CH:23]=[CH:22][CH:21]=[C:20]([S:24]([CH3:27])(=[O:26])=[O:25])[CH:19]=3)=[CH:16][CH:17]=2)=[CH:11][C:10]([CH2:28][C:29]#[N:30])=[N:9]1.[N-:31]=[N+:32]=[N-:33].[Na+].[NH4+].[Cl-].CN(C=O)C. The catalyst is O. The product is [Cl:1][C:2]1[CH:7]=[CH:6][CH:5]=[CH:4][C:3]=1[N:8]1[C:12]([C:13]2[S:14][C:15]([C:18]3[CH:23]=[CH:22][CH:21]=[C:20]([S:24]([CH3:27])(=[O:25])=[O:26])[CH:19]=3)=[CH:16][CH:17]=2)=[CH:11][C:10]([CH2:28][C:29]2[NH:33][N:32]=[N:31][N:30]=2)=[N:9]1. The yield is 0.780. (2) The reactants are [F:1][C:2]1[CH:11]=[CH:10][C:9]([NH:12][CH2:13][CH2:14][CH2:15][CH2:16][CH2:17][CH3:18])=[CH:8][C:3]=1[C:4]([O:6][CH3:7])=[O:5].[Br:19][C:20]1[CH:25]=[CH:24][C:23]([S:26](Cl)(=[O:28])=[O:27])=[CH:22][CH:21]=1.C([O-])(O)=O.[Na+]. The catalyst is C(Cl)Cl. The product is [Br:19][C:20]1[CH:25]=[CH:24][C:23]([S:26]([N:12]([CH2:13][CH2:14][CH2:15][CH2:16][CH2:17][CH3:18])[C:9]2[CH:10]=[CH:11][C:2]([F:1])=[C:3]([CH:8]=2)[C:4]([O:6][CH3:7])=[O:5])(=[O:28])=[O:27])=[CH:22][CH:21]=1. The yield is 0.674. (3) The reactants are C([O:8][C:9]1[CH:14]=[CH:13][C:12]([C:15]2[CH2:19][O:18][C:17](=[O:20])[C:16]=2[C:21]2[CH:26]=[CH:25][C:24]([O:27][CH3:28])=[CH:23][CH:22]=2)=[CH:11][CH:10]=1)C1C=CC=CC=1. The catalyst is CO.[OH-].[OH-].[Pd+2]. The product is [OH:8][C:9]1[CH:10]=[CH:11][C:12]([C:15]2[CH2:19][O:18][C:17](=[O:20])[C:16]=2[C:21]2[CH:26]=[CH:25][C:24]([O:27][CH3:28])=[CH:23][CH:22]=2)=[CH:13][CH:14]=1. The yield is 0.810. (4) The reactants are [Cl:1][C:2]1[CH:3]=[CH:4][C:5]([O:10][CH2:11][CH:12]([O:16]CC)OCC)=[C:6]([CH:9]=1)[CH:7]=O. The catalyst is C(O)(=O)C. The product is [Cl:1][C:2]1[CH:3]=[CH:4][C:5]2[O:10][C:11]([CH:12]=[O:16])=[CH:7][C:6]=2[CH:9]=1. The yield is 0.200.